Dataset: Forward reaction prediction with 1.9M reactions from USPTO patents (1976-2016). Task: Predict the product of the given reaction. (1) Given the reactants [F:1][C:2]1[CH:7]=[CH:6][C:5]([NH2:8])=[C:4]([N+:9]([O-:11])=[O:10])[CH:3]=1.F[C:13]1[CH:20]=[CH:19][C:18]([CH3:21])=[CH:17][C:14]=1[C:15]#[N:16].O.[OH-].[Li+], predict the reaction product. The product is: [F:1][C:2]1[CH:7]=[CH:6][C:5]([NH:8][C:13]2[CH:20]=[CH:19][C:18]([CH3:21])=[CH:17][C:14]=2[C:15]#[N:16])=[C:4]([N+:9]([O-:11])=[O:10])[CH:3]=1. (2) Given the reactants [CH:1]([C:4]1[CH:5]=[C:6]([CH:19]=[CH:20][C:21]=1[O:22][Si:23]([CH:30]([CH3:32])[CH3:31])([CH:27]([CH3:29])[CH3:28])[CH:24]([CH3:26])[CH3:25])[CH2:7][N:8]1[C:16]2[C:11](=[C:12]([NH2:18])[CH:13]=[CH:14][C:15]=2[CH3:17])[CH:10]=[CH:9]1)([CH3:3])[CH3:2].Br[CH:34]([CH3:40])[C:35]([O:37][CH2:38][CH3:39])=[O:36], predict the reaction product. The product is: [CH:1]([C:4]1[CH:5]=[C:6]([CH:19]=[CH:20][C:21]=1[O:22][Si:23]([CH:30]([CH3:32])[CH3:31])([CH:27]([CH3:29])[CH3:28])[CH:24]([CH3:26])[CH3:25])[CH2:7][N:8]1[C:16]2[C:11](=[C:12]([NH:18][CH2:40][CH2:34][C:35]([O:37][CH2:38][CH3:39])=[O:36])[CH:13]=[CH:14][C:15]=2[CH3:17])[CH:10]=[CH:9]1)([CH3:3])[CH3:2]. (3) The product is: [Cl-:47].[N:30]1[CH:29]=[CH:28][CH:33]=[N:32][C:31]=1[NH:34][S:35]([C:38]1[CH:43]=[CH:42][C:41]([NH:44][CH:45]=[S:46])=[CH:40][CH:39]=1)(=[O:37])=[O:36]. Given the reactants N1C2C(=CC=CC=2)C=NC=1.N1CCNCC1.C(N)C1C=CC2OCOC=2C=1.[CH:28]1[CH:29]=[N:30][C:31]([NH:34][S:35]([C:38]2[CH:39]=[CH:40][C:41]([NH2:44])=[CH:42][CH:43]=2)(=[O:37])=[O:36])=[N:32][CH:33]=1.[C:45](Cl)([Cl:47])=[S:46], predict the reaction product. (4) The product is: [CH2:1]([S:8][C:9]1[C:10]([CH3:16])=[C:11]([N:17]2[CH2:21][CH2:20][CH2:19][C:18]2=[O:22])[CH:12]=[CH:13][CH:14]=1)[C:2]1[CH:7]=[CH:6][CH:5]=[CH:4][CH:3]=1. Given the reactants [CH2:1]([S:8][C:9]1[CH:14]=[CH:13][CH:12]=[C:11](Br)[C:10]=1[CH3:16])[C:2]1[CH:7]=[CH:6][CH:5]=[CH:4][CH:3]=1.[NH:17]1[CH2:21][CH2:20][CH2:19][C:18]1=[O:22].CNCCNC.C([O-])([O-])=O.[K+].[K+], predict the reaction product. (5) Given the reactants C(OC(N1CCNC[C@H]1C)=O)(C)(C)C.[C:15]([O:19][C:20]([N:22]1[CH2:27][C@H:26](COC)[N:25]([CH2:31][C:32]([OH:34])=[O:33])[CH2:24][C@H:23]1[CH3:35])=[O:21])([CH3:18])([CH3:17])[CH3:16], predict the reaction product. The product is: [C:15]([O:19][C:20]([N:22]1[CH2:27][CH2:26][N:25]([CH2:31][C:32]([OH:34])=[O:33])[CH2:24][C@H:23]1[CH3:35])=[O:21])([CH3:18])([CH3:16])[CH3:17].